Dataset: Forward reaction prediction with 1.9M reactions from USPTO patents (1976-2016). Task: Predict the product of the given reaction. (1) Given the reactants Cl[CH2:2][C:3]([C:5]1[CH:6]=[C:7]2[C:11](=[CH:12][CH:13]=1)[C:10]([CH3:15])([CH3:14])[C:9](=[O:16])[C:8]2([CH3:18])[CH3:17])=[O:4].Cl.[N:20]1([C:26]2[C:30]3[CH:31]=[CH:32][CH:33]=[CH:34][C:29]=3[S:28][N:27]=2)[CH2:25][CH2:24][NH:23][CH2:22][CH2:21]1.C(=O)([O-])[O-].[K+].[K+].[I-].[Na+], predict the reaction product. The product is: [S:28]1[C:29]2[CH:34]=[CH:33][CH:32]=[CH:31][C:30]=2[C:26]([N:20]2[CH2:21][CH2:22][N:23]([CH2:2][C:3]([C:5]3[CH:6]=[C:7]4[C:11](=[CH:12][CH:13]=3)[C:10]([CH3:15])([CH3:14])[C:9](=[O:16])[C:8]4([CH3:18])[CH3:17])=[O:4])[CH2:24][CH2:25]2)=[N:27]1. (2) Given the reactants [NH:1]1[CH:5]=[CH:4][N:3]=[C:2]1[CH2:6][CH:7]1[C:16]2[C:11](=[CH:12][CH:13]=[CH:14][CH:15]=2)[N:10](S(C2C=CC(C)=CC=2)(=O)=O)[CH2:9][CH2:8]1.Br.C1(OC)C=CC=CC=1.[OH-].[Na+], predict the reaction product. The product is: [NH:1]1[CH:5]=[CH:4][N:3]=[C:2]1[CH2:6][CH:7]1[C:16]2[C:11](=[CH:12][CH:13]=[CH:14][CH:15]=2)[NH:10][CH2:9][CH2:8]1. (3) Given the reactants [C:1]([O:5][C:6](=[O:24])[NH:7][C:8]1[CH:13]=[C:12]([N:14]([CH:16]2[CH2:18][CH2:17]2)[CH3:15])[C:11]([C:19]([F:22])([F:21])[F:20])=[CH:10][C:9]=1[NH2:23])([CH3:4])([CH3:3])[CH3:2].C([O:29][C:30](=O)[CH2:31][C:32](=[O:45])[C:33]1[CH:38]=[CH:37][CH:36]=[C:35]([C:39]2[CH:40]=[N:41][CH:42]=[CH:43][CH:44]=2)[CH:34]=1)(C)(C)C, predict the reaction product. The product is: [C:1]([O:5][C:6](=[O:24])[NH:7][C:8]1[CH:13]=[C:12]([N:14]([CH:16]2[CH2:17][CH2:18]2)[CH3:15])[C:11]([C:19]([F:22])([F:21])[F:20])=[CH:10][C:9]=1[NH:23][C:30](=[O:29])[CH2:31][C:32](=[O:45])[C:33]1[CH:38]=[CH:37][CH:36]=[C:35]([C:39]2[CH:40]=[N:41][CH:42]=[CH:43][CH:44]=2)[CH:34]=1)([CH3:4])([CH3:2])[CH3:3]. (4) Given the reactants [CH2:1]([O:3][C:4](=[O:18])[CH2:5][CH2:6][C:7]1[CH:15]=[CH:14][C:10]([C:11](O)=[O:12])=[CH:9][C:8]=1[O:16][CH3:17])[CH3:2].ClC(OCC)=O.[BH4-].[Na+].Cl, predict the reaction product. The product is: [OH:12][CH2:11][C:10]1[CH:14]=[CH:15][C:7]([CH2:6][CH2:5][C:4]([O:3][CH2:1][CH3:2])=[O:18])=[C:8]([O:16][CH3:17])[CH:9]=1. (5) Given the reactants [CH3:1][C:2]1[C:7]([CH3:8])=[CH:6][C:5]([CH3:9])=[CH:4][C:3]=1[OH:10].Br[CH2:12][CH2:13][CH2:14][C:15]([O:17][CH2:18][CH3:19])=[O:16].C(=O)([O-])[O-].[K+].[K+].CN(C)C=O, predict the reaction product. The product is: [CH3:1][C:2]1[C:7]([CH3:8])=[CH:6][C:5]([CH3:9])=[CH:4][C:3]=1[O:10][CH2:12][CH2:13][CH2:14][C:15]([O:17][CH2:18][CH3:19])=[O:16]. (6) Given the reactants [I:1][C:2]1[C:14]([C:15]([O:17][CH2:18][CH3:19])=[O:16])=[C:5]2[CH2:6][NH:7][CH:8]([C:10]([F:13])([F:12])[F:11])[CH2:9][N:4]2[N:3]=1.[CH3:20][C:21]([O:24][C:25](O[C:25]([O:24][C:21]([CH3:23])([CH3:22])[CH3:20])=[O:26])=[O:26])([CH3:23])[CH3:22], predict the reaction product. The product is: [I:1][C:2]1[C:14]([C:15]([O:17][CH2:18][CH3:19])=[O:16])=[C:5]2[CH2:6][N:7]([C:25]([O:24][C:21]([CH3:23])([CH3:22])[CH3:20])=[O:26])[CH:8]([C:10]([F:11])([F:13])[F:12])[CH2:9][N:4]2[N:3]=1. (7) Given the reactants C([O:4][C:5]1([C:8]2[CH:13]=[CH:12][CH:11]=[C:10]([CH2:14][N:15]3[C:19]([CH3:20])=[CH:18][C:17](/[C:21](/[F:37])=[CH:22]/[C:23]4[CH:28]=[CH:27][C:26]([C:29]([CH3:35])([CH3:34])[C:30]([F:33])([F:32])[F:31])=[C:25]([F:36])[CH:24]=4)=[N:16]3)[CH:9]=2)[CH2:7][CH2:6]1)(=O)C.C[Mg]Br, predict the reaction product. The product is: [F:37]/[C:21](/[C:17]1[CH:18]=[C:19]([CH3:20])[N:15]([CH2:14][C:10]2[CH:9]=[C:8]([C:5]3([OH:4])[CH2:7][CH2:6]3)[CH:13]=[CH:12][CH:11]=2)[N:16]=1)=[CH:22]\[C:23]1[CH:28]=[CH:27][C:26]([C:29]([CH3:34])([CH3:35])[C:30]([F:31])([F:32])[F:33])=[C:25]([F:36])[CH:24]=1. (8) Given the reactants [N+:1]([C:4]1[CH:9]=[CH:8][C:7]([C:10](=O)[CH3:11])=[CH:6][CH:5]=1)([O-:3])=[O:2].C([O-])(=O)C.[NH4+].C(O)(=O)C.[C:22](#[N:26])[CH2:23][C:24]#[N:25], predict the reaction product. The product is: [N+:1]([C:4]1[CH:9]=[CH:8][C:7]([C:10](=[C:23]([C:22]#[N:26])[C:24]#[N:25])[CH3:11])=[CH:6][CH:5]=1)([O-:3])=[O:2].